Dataset: Forward reaction prediction with 1.9M reactions from USPTO patents (1976-2016). Task: Predict the product of the given reaction. (1) Given the reactants [Cl:1][C:2]1[C:3]2[CH:14]=[CH:13][C:12](=[O:15])[N:11]([C:16]3[CH:21]=[CH:20][C:19]([C:22]([F:25])([F:24])[F:23])=[CH:18][CH:17]=3)[C:4]=2[N:5]=[C:6](S(C)=O)[N:7]=1.[NH2:26][CH:27]([CH2:30][OH:31])[CH2:28][OH:29], predict the reaction product. The product is: [Cl:1][C:2]1[C:3]2[CH:14]=[CH:13][C:12](=[O:15])[N:11]([C:16]3[CH:21]=[CH:20][C:19]([C:22]([F:25])([F:24])[F:23])=[CH:18][CH:17]=3)[C:4]=2[N:5]=[C:6]([NH:26][CH:27]([CH2:30][OH:31])[CH2:28][OH:29])[N:7]=1. (2) Given the reactants [C:1]([C:5]1[S:9][C:8]([NH:10][C:11]2[CH:16]=[CH:15][CH:14]=[CH:13][C:12]=2[N+:17]([O-])=O)=[C:7]([C:20]#[N:21])[CH:6]=1)([CH3:4])([CH3:3])[CH3:2].O.O.[Sn](Cl)[Cl:25], predict the reaction product. The product is: [ClH:25].[C:1]([C:5]1[S:9][C:8]2[NH:10][C:11]3[CH:16]=[CH:15][CH:14]=[CH:13][C:12]=3[N:17]=[C:20]([NH2:21])[C:7]=2[CH:6]=1)([CH3:4])([CH3:3])[CH3:2]. (3) The product is: [NH2:1][C:2]1[N:11]=[C:10]([C:12]([N:14]2[CH2:22][C:21]3[C:16](=[CH:17][CH:18]=[CH:19][CH:20]=3)[CH2:15]2)=[O:13])[C:9]2[C:4](=[CH:5][CH:6]=[C:7]([C:23]3[CH:30]=[CH:29][CH:28]=[CH:27][C:24]=3[CH2:37][NH:32][CH2:33][C:34]([NH2:36])=[O:35])[CH:8]=2)[N:3]=1. Given the reactants [NH2:1][C:2]1[N:11]=[C:10]([C:12]([N:14]2[CH2:22][C:21]3[C:16](=[CH:17][CH:18]=[CH:19][CH:20]=3)[CH2:15]2)=[O:13])[C:9]2[C:4](=[CH:5][CH:6]=[C:7]([C:23]3[CH:30]=[CH:29][CH:28]=[CH:27][C:24]=3C=O)[CH:8]=2)[N:3]=1.Cl.[NH2:32][CH2:33][C:34]([NH2:36])=[O:35].[C:37](O[BH-](OC(=O)C)OC(=O)C)(=O)C.[Na+].O, predict the reaction product. (4) Given the reactants [C:1]12[C:9](=[O:10])[C:8](=[O:11])[C:7]=1[NH:6][CH2:5][CH2:4][CH2:3][NH:2]2.[H-].[Na+].[CH:14]([P:16](=[O:23])([O:20][CH2:21][CH3:22])[O:17][CH2:18][CH3:19])=[CH2:15], predict the reaction product. The product is: [CH2:18]([O:17][P:16]([CH2:14][CH2:15][N:6]1[CH2:5][CH2:4][CH2:3][NH:2][C:1]2[C:9](=[O:10])[C:8](=[O:11])[C:7]1=2)(=[O:23])[O:20][CH2:21][CH3:22])[CH3:19]. (5) Given the reactants Cl.N1([CH2:7][C:8](O)=O)C=NC=N1.[N:11]1([CH2:16][C:17]([N:19]2[CH2:24][CH2:23][N:22]([C:25](OCC3C=CC=CC=3)=O)[CH2:21][C@H:20]2[C:35](=[O:51])[NH:36][C:37]2[CH:42]=[CH:41][C:40]([O:43][C:44]3[CH:49]=[CH:48][C:47]([F:50])=[CH:46][CH:45]=3)=[CH:39][CH:38]=2)=[O:18])[CH:15]=[N:14][CH:13]=[N:12]1, predict the reaction product. The product is: [N:11]1([CH2:16][C:17]([N:19]2[CH2:24][CH2:23][N:22]([CH2:25][C:8]3[CH:7]=[CH:39][CH:38]=[CH:37][CH:42]=3)[CH2:21][C@H:20]2[C:35]([NH:36][C:37]2[CH:42]=[CH:41][C:40]([O:43][C:44]3[CH:49]=[CH:48][C:47]([F:50])=[CH:46][CH:45]=3)=[CH:39][CH:38]=2)=[O:51])=[O:18])[CH:15]=[N:14][CH:13]=[N:12]1. (6) Given the reactants [NH2:1][CH:2]1[CH2:6][N:5]([C:7]2[CH:8]=[CH:9][C:10]3[O:15][CH2:14][C:13](=[O:16])[NH:12][C:11]=3[CH:17]=2)[C:4](=[O:18])[CH2:3]1.[CH3:19][O:20][C:21]1[CH:30]=[C:29]2[C:24]([N:25]=[CH:26][C:27](=[O:36])[N:28]2[CH2:31][CH2:32][CH2:33][CH:34]=O)=[CH:23][CH:22]=1.C(O[BH-](OC(=O)C)OC(=O)C)(=O)C.[Na+], predict the reaction product. The product is: [CH3:19][O:20][C:21]1[CH:30]=[C:29]2[C:24]([N:25]=[CH:26][C:27](=[O:36])[N:28]2[CH2:31][CH2:32][CH2:33][CH2:34][NH:1][CH:2]2[CH2:6][N:5]([C:7]3[CH:8]=[CH:9][C:10]4[O:15][CH2:14][C:13](=[O:16])[NH:12][C:11]=4[CH:17]=3)[C:4](=[O:18])[CH2:3]2)=[CH:23][CH:22]=1. (7) Given the reactants [CH3:1][O:2][C:3](=[O:46])[CH:4]([C:9]1[C:10](=[O:45])[N:11](C(=O)C2C=CC=CC=2)[C:12](=[O:36])[N:13]([CH:35]=1)[C@@H:14]1[O:34][C@H:27]([CH2:28][O:29]OC(=O)C)[C@@H:21]([O:22]OC(=O)C)[C@H:15]1[O:16]OC(=O)C)C(OC)=O.C[O-].[Na+].C(=O)(O)[O-].[Na+], predict the reaction product. The product is: [CH3:1][O:2][C:3]([CH2:4][C:9]1[C:10](=[O:45])[NH:11][C:12](=[O:36])[N:13]([CH:35]=1)[C@@H:14]1[O:34][C@H:27]([CH2:28][OH:29])[C@@H:21]([OH:22])[C@H:15]1[OH:16])=[O:46]. (8) Given the reactants I[C:2]1[N:6]2[N:7]=[C:8]([NH:11][C@H:12]3[CH2:17][CH2:16][C@H:15]([OH:18])[CH2:14][CH2:13]3)[CH:9]=[CH:10][C:5]2=[N:4][CH:3]=1.[C:19]1(B(O)O)[CH:24]=[CH:23][CH:22]=[CH:21][CH:20]=1.C(=O)([O-])[O-].[Na+].[Na+].Cl, predict the reaction product. The product is: [C:19]1([C:2]2[N:6]3[N:7]=[C:8]([NH:11][C@H:12]4[CH2:17][CH2:16][C@H:15]([OH:18])[CH2:14][CH2:13]4)[CH:9]=[CH:10][C:5]3=[N:4][CH:3]=2)[CH:24]=[CH:23][CH:22]=[CH:21][CH:20]=1. (9) Given the reactants [CH2:1]([O:3][C:4](=[O:19])[C:5]1[CH:10]=[C:9]([C:11]([F:14])([F:13])[F:12])[C:8]([CH:15]=O)=[C:7]([Cl:17])[C:6]=1[NH2:18])[CH3:2].[NH:20]1[CH2:25][CH2:24][CH2:23][C@@H:22]([NH:26][C:27](=[O:33])[O:28][C:29]([CH3:32])([CH3:31])[CH3:30])[CH2:21]1, predict the reaction product. The product is: [NH2:18][C:6]1[C:7]([Cl:17])=[C:8]([CH2:15][N:20]2[CH2:25][CH2:24][CH2:23][C@@H:22]([NH:26][C:27]([O:28][C:29]([CH3:32])([CH3:31])[CH3:30])=[O:33])[CH2:21]2)[C:9]([C:11]([F:14])([F:13])[F:12])=[CH:10][C:5]=1[C:4]([O:3][CH2:1][CH3:2])=[O:19]. (10) Given the reactants [CH2:1]([N:8]([CH2:13][C@@H:14]([C:26]1[CH:31]=[CH:30][C:29]([Cl:32])=[C:28]([Cl:33])[CH:27]=1)[C@H:15]([OH:25])[CH2:16][O:17][Si:18]([C:21]([CH3:24])([CH3:23])[CH3:22])([CH3:20])[CH3:19])[C:9](=[O:12])[CH2:10]Cl)[C:2]1[CH:7]=[CH:6][CH:5]=[CH:4][CH:3]=1.CC(C)([O-])C.[Na+].O, predict the reaction product. The product is: [CH2:1]([N:8]1[CH2:13][CH:14]([C:26]2[CH:31]=[CH:30][C:29]([Cl:32])=[C:28]([Cl:33])[CH:27]=2)[CH:15]([CH2:16][O:17][Si:18]([C:21]([CH3:24])([CH3:22])[CH3:23])([CH3:19])[CH3:20])[O:25][CH2:10][C:9]1=[O:12])[C:2]1[CH:3]=[CH:4][CH:5]=[CH:6][CH:7]=1.